Binary Classification. Given a drug SMILES string, predict its activity (active/inactive) in a high-throughput screening assay against a specified biological target. From a dataset of HIV replication inhibition screening data with 41,000+ compounds from the AIDS Antiviral Screen. (1) The drug is CC1C(c2ccccc2)NC(c2ccccc2)CC1(N)C#N. The result is 0 (inactive). (2) The result is 0 (inactive). The drug is CC1(C)COC1(c1ccccc1)c1cccnc1. (3) The molecule is CN(C)c1nc(N(C)C)nc(N2C(=O)c3ccccc3C2=O)n1. The result is 0 (inactive). (4) The drug is O=C(NCC(Br)=CBr)Nc1cnc2ccccc2c1. The result is 0 (inactive). (5) The molecule is Oc1ccccc1-c1n[nH]c(=S)[nH]1. The result is 0 (inactive). (6) The molecule is CCN1CCC(O)(c2ccc(O)cc2)C(C(=O)c2ccc(O)cc2)C1.Cl. The result is 0 (inactive).